From a dataset of Reaction yield outcomes from USPTO patents with 853,638 reactions. Predict the reaction yield, written as a fraction of the theoretical maximum amount of product (1.0 means a 100% yield; for example, 0.34 means a 34% yield). (1) The reactants are [CH3:1][O:2][C:3]1[CH:4]=[C:5]2[C:10](=[CH:11][C:12]=1[O:13][CH3:14])[N:9]=[CH:8][CH:7]=[C:6]2[O:15][C:16]1[C:22]([CH3:23])=[CH:21][C:19]([NH2:20])=[C:18]([CH3:24])[CH:17]=1.Cl[C:26](Cl)([O:28][C:29](=[O:35])OC(Cl)(Cl)Cl)Cl.[C:37]1([C:43]2[CH:48]=[CH:47]C(O)=[CH:45][CH:44]=2)[CH:42]=[CH:41][CH:40]=[CH:39][CH:38]=1.C(=O)(O)[O-].[Na+]. The catalyst is C(Cl)Cl.C(N(CC)CC)C.C1(C)C=CC=CC=1. The product is [CH3:1][O:2][C:3]1[CH:4]=[C:5]2[C:10](=[CH:11][C:12]=1[O:13][CH3:14])[N:9]=[CH:8][CH:7]=[C:6]2[O:15][C:16]1[C:22]([CH3:23])=[CH:21][C:19]([NH:20][C:29](=[O:35])[O:28][C:26]2[CH:45]=[CH:44][C:43]([C:37]3[CH:42]=[CH:41][CH:40]=[CH:39][CH:38]=3)=[CH:48][CH:47]=2)=[C:18]([CH3:24])[CH:17]=1. The yield is 0.660. (2) The reactants are [F:1][C:2]1[CH:7]=[C:6]([N:8]([CH2:21][C:22]2[CH:23]=[C:24]([C:28]3[C:33]([CH3:34])=[CH:32][C:31]([O:35][CH2:36][C:37]4([OH:44])[CH2:42][CH2:41][S:40](=[O:43])[CH2:39][CH2:38]4)=[CH:30][C:29]=3[CH3:45])[CH:25]=[CH:26][CH:27]=2)S(C2C=CC=CC=2[N+]([O-])=O)(=O)=O)[CH:5]=[CH:4][C:3]=1[CH2:46][CH2:47][C:48]([O:50][CH2:51][CH3:52])=[O:49].SCC(O)=O.O.[OH-].[Li+]. The catalyst is CN(C)C=O.C(OCC)(=O)C. The product is [F:1][C:2]1[CH:7]=[C:6]([NH:8][CH2:21][C:22]2[CH:23]=[C:24]([C:28]3[C:29]([CH3:45])=[CH:30][C:31]([O:35][CH2:36][C:37]4([OH:44])[CH2:42][CH2:41][S:40](=[O:43])[CH2:39][CH2:38]4)=[CH:32][C:33]=3[CH3:34])[CH:25]=[CH:26][CH:27]=2)[CH:5]=[CH:4][C:3]=1[CH2:46][CH2:47][C:48]([O:50][CH2:51][CH3:52])=[O:49]. The yield is 0.500. (3) The product is [CH2:25]([N:5]1[C:6]2[CH2:7][CH2:8][CH2:9][CH2:10][C:11]=2[C:2](=[O:1])[N:3]2[N:14]=[CH:13][C:12]([C:15]#[N:16])=[C:4]12)[C:26]1[CH:31]=[CH:30][CH:29]=[CH:28][CH:27]=1. The catalyst is CN(C=O)C.O. The yield is 0.350. The reactants are [O:1]=[C:2]1[C:11]2[CH2:10][CH2:9][CH2:8][CH2:7][C:6]=2[NH:5][C:4]2=[C:12]([C:15]#[N:16])[CH:13]=[N:14][N:3]12.C(=O)([O-])[O-].[K+].[K+].[I-].[Na+].[CH2:25](Br)[C:26]1[CH:31]=[CH:30][CH:29]=[CH:28][CH:27]=1. (4) The reactants are [CH3:1][C:2]1[N:3]=[C:4]([N:12]2[CH2:16][CH2:15][NH:14][C:13]2=[O:17])[S:5][C:6]=1[C:7]([O:9][CH2:10][CH3:11])=[O:8].[F:18][CH:19]([F:27])[C:20]1[O:24][C:23]([CH2:25]O)=[CH:22][CH:21]=1.N(C(N(C)C)=O)=NC(N(C)C)=O. The catalyst is O1CCCC1. The product is [F:18][CH:19]([F:27])[C:20]1[O:24][C:23]([CH2:25][N:14]2[CH2:15][CH2:16][N:12]([C:4]3[S:5][C:6]([C:7]([O:9][CH2:10][CH3:11])=[O:8])=[C:2]([CH3:1])[N:3]=3)[C:13]2=[O:17])=[CH:22][CH:21]=1. The yield is 0.530. (5) The reactants are CO[C:3](=[O:18])[C:4]1[CH:9]=[CH:8][CH:7]=[CH:6][C:5]=1[O:10][CH2:11][CH2:12][N:13]1[CH2:17][CH2:16][CH2:15][CH2:14]1.[OH-].[Li+].Cl.[NH:22]1[C:26]2[CH:27]=[CH:28][CH:29]=[CH:30][C:25]=2[N:24]=[C:23]1[C:31]1[C:35]([NH2:36])=[CH:34][NH:33][N:32]=1.C(Cl)CCl.C1C=CC2N(O)N=NC=2C=1. The catalyst is C1COCC1.O.CN(C=O)C. The product is [NH:24]1[C:25]2[CH:30]=[CH:29][CH:28]=[CH:27][C:26]=2[N:22]=[C:23]1[C:31]1[C:35]([NH:36][C:3](=[O:18])[C:4]2[CH:9]=[CH:8][CH:7]=[CH:6][C:5]=2[O:10][CH2:11][CH2:12][N:13]2[CH2:14][CH2:15][CH2:16][CH2:17]2)=[CH:34][NH:33][N:32]=1. The yield is 0.300.